Dataset: Catalyst prediction with 721,799 reactions and 888 catalyst types from USPTO. Task: Predict which catalyst facilitates the given reaction. Reactant: [N+:1]([C:4]1[CH:5]=[C:6]([CH2:10][C:11]([NH:13][C@H:14]([C:16]([OH:18])=O)[CH3:15])=[O:12])[CH:7]=[CH:8][CH:9]=1)([O-:3])=[O:2].Cl.[CH2:20]([O:22][C:23](=[O:29])[C@H:24]([CH:26]([CH3:28])[CH3:27])[NH2:25])[CH3:21]. Product: [CH2:20]([O:22][C:23](=[O:29])[C@H:24]([CH:26]([CH3:28])[CH3:27])[NH:25][C:16](=[O:18])[C@H:14]([CH3:15])[NH:13][C:11](=[O:12])[CH2:10][C:6]1[CH:7]=[CH:8][CH:9]=[C:4]([N+:1]([O-:3])=[O:2])[CH:5]=1)[CH3:21]. The catalyst class is: 147.